This data is from Blood-brain barrier penetration binary classification data from Martins et al.. The task is: Regression/Classification. Given a drug SMILES string, predict its absorption, distribution, metabolism, or excretion properties. Task type varies by dataset: regression for continuous measurements (e.g., permeability, clearance, half-life) or binary classification for categorical outcomes (e.g., BBB penetration, CYP inhibition). Dataset: bbb_martins. (1) The drug is CCC(=O)O[C@]1(C(=O)COC)[C@@H](C)C[C@H]2[C@@H]3CCC4=CC(=O)C=C[C@]4(C)[C@@]3(F)[C@@H](O)C[C@@]21C. The result is 1 (penetrates BBB). (2) The drug is CN1C[C@H](C(=O)N[C@]2(C)O[C@@]3(O)[C@@H]4CCCN4C(=O)[C@H](Cc4ccccc4)N3C2=O)C[C@@H]2c3cccc4[nH]cc(c34)C[C@H]21. The result is 0 (does not penetrate BBB). (3) The molecule is COc1cc(Br)c2oc(C3CCNCC3)cc2c1. The result is 1 (penetrates BBB). (4) The molecule is Cc1cc(NS(=O)(=O)c2ccc(N)cc2)no1. The result is 1 (penetrates BBB). (5) The molecule is CO[C@]12CC[C@@]3(C[C@@H]1[C@](C)(O)C(C)(C)C)[C@H]1Cc4ccc(O)c5c4[C@@]3(CCN1CC1CC1)[C@H]2O5. The result is 1 (penetrates BBB). (6) The molecule is CNC(=O)O[C@H]1OC(=O)[C@]2(C)[C@@H]3C=C[C@@H](C3)[C@H]12. The result is 1 (penetrates BBB). (7) The molecule is CC1=C(C(=O)O)N2C(=O)[C@@H](NC(=O)Cc3ccc(C4=NCCCN4)cc3)[C@H]2SC1. The result is 0 (does not penetrate BBB).